Task: Predict the product of the given reaction.. Dataset: Forward reaction prediction with 1.9M reactions from USPTO patents (1976-2016) (1) Given the reactants [CH3:1][CH:2]1[CH2:7][CH:6]([NH2:8])[CH:5]([CH:9]([CH3:11])[CH3:10])[CH2:4][CH2:3]1.[CH3:12][O:13][C:14]1[CH:15]=[C:16]([CH:20]=[CH:21][C:22]=1[O:23][CH3:24])[C:17](Cl)=[O:18], predict the reaction product. The product is: [CH:9]([C@@H:5]1[CH2:4][CH2:3][C@@H:2]([CH3:1])[CH2:7][C@@H:6]1[NH:8][C:17](=[O:18])[C:16]1[CH:20]=[CH:21][C:22]([O:23][CH3:24])=[C:14]([O:13][CH3:12])[CH:15]=1)([CH3:11])[CH3:10].[CH:9]([C@H:5]1[CH2:4][CH2:3][C@H:2]([CH3:1])[CH2:7][C@H:6]1[NH:8][C:17](=[O:18])[C:16]1[CH:20]=[CH:21][C:22]([O:23][CH3:24])=[C:14]([O:13][CH3:12])[CH:15]=1)([CH3:11])[CH3:10]. (2) Given the reactants [CH2:1]([N:5]([CH2:49][CH2:50][C:51](O)=[O:52])[C:6]([C:8]1[C:12]([Cl:13])=[C:11]([CH3:14])[N:10]([C:15]2[CH:20]=[CH:19][C:18]([C:21](=[O:36])[NH:22][S:23]([C:26]3[CH:35]=[CH:34][C:33]4[C:28](=[CH:29][CH:30]=[CH:31][CH:32]=4)[CH:27]=3)(=[O:25])=[O:24])=[CH:17][C:16]=2[C:37]([N:39]2[CH2:48][CH2:47][C:46]3[C:41](=[CH:42][CH:43]=[CH:44][CH:45]=3)[CH2:40]2)=[O:38])[N:9]=1)=[O:7])[CH2:2][CH2:3][CH3:4].[NH2:54][CH:55]([CH2:58][OH:59])[CH2:56][OH:57], predict the reaction product. The product is: [CH2:1]([N:5]([CH2:49][CH2:50][C:51]([NH:54][CH:55]([CH2:58][OH:59])[CH2:56][OH:57])=[O:52])[C:6]([C:8]1[C:12]([Cl:13])=[C:11]([CH3:14])[N:10]([C:15]2[CH:20]=[CH:19][C:18]([C:21](=[O:36])[NH:22][S:23]([C:26]3[CH:35]=[CH:34][C:33]4[C:28](=[CH:29][CH:30]=[CH:31][CH:32]=4)[CH:27]=3)(=[O:25])=[O:24])=[CH:17][C:16]=2[C:37]([N:39]2[CH2:48][CH2:47][C:46]3[C:41](=[CH:42][CH:43]=[CH:44][CH:45]=3)[CH2:40]2)=[O:38])[N:9]=1)=[O:7])[CH2:2][CH2:3][CH3:4]. (3) Given the reactants [Br:1][C:2]1[CH:20]=[CH:19][C:18]([N+:21]([O-])=O)=[CH:17][C:3]=1[CH2:4][N:5]([CH3:16])[C:6](=[O:15])[O:7][CH2:8][C:9]1[CH:14]=[CH:13][CH:12]=[CH:11][CH:10]=1.[Cl-].[NH4+], predict the reaction product. The product is: [NH2:21][C:18]1[CH:19]=[CH:20][C:2]([Br:1])=[C:3]([CH:17]=1)[CH2:4][N:5]([CH3:16])[C:6](=[O:15])[O:7][CH2:8][C:9]1[CH:14]=[CH:13][CH:12]=[CH:11][CH:10]=1. (4) Given the reactants [C:1]1([S:7]([N:10]2[C:14]3=[N:15][CH:16]=[C:17](Cl)[CH:18]=[C:13]3[C:12](I)=[CH:11]2)(=[O:9])=[O:8])[CH:6]=[CH:5][CH:4]=[CH:3][CH:2]=1.C1(S([N:30]2[C:34]3=[N:35][CH:36]=[CH:37][CH:38]=C3C(I)=[CH:31]2)(=O)=O)C=CC=CC=1, predict the reaction product. The product is: [C:1]1([S:7]([N:10]2[C:14]3=[N:15][CH:16]=[CH:17][CH:18]=[C:13]3[C:12]([CH2:38][C:37]3[CH:36]=[N:35][C:34]([S:7]([CH3:1])(=[O:9])=[O:8])=[N:30][CH:31]=3)=[CH:11]2)(=[O:9])=[O:8])[CH:6]=[CH:5][CH:4]=[CH:3][CH:2]=1. (5) Given the reactants [CH2:1]([O:3][CH2:4][C:5]1[N:6]([CH2:19][C:20]2([O:24][CH2:25][CH2:26][S:27]([CH3:30])(=[O:29])=[O:28])[CH2:23][CH2:22][CH2:21]2)[C:7]2[C:16]3[CH:15]=[CH:14][CH:13]=[CH:12][C:11]=3[N:10]=[C:9]([NH2:17])[C:8]=2[N:18]=1)[CH3:2].[H][H].[OH-].[Na+], predict the reaction product. The product is: [CH2:1]([O:3][CH2:4][C:5]1[N:6]([CH2:19][C:20]2([O:24][CH2:25][CH2:26][S:27]([CH3:30])(=[O:29])=[O:28])[CH2:21][CH2:22][CH2:23]2)[C:7]2[C:16]3[CH2:15][CH2:14][CH2:13][CH2:12][C:11]=3[N:10]=[C:9]([NH2:17])[C:8]=2[N:18]=1)[CH3:2]. (6) Given the reactants [F:1][C:2]1[CH:16]=[C:15]([CH2:17][CH2:18][C:19](=[O:35])[C:20]2[S:21][C:22]([C:25]3[CH:30]=[CH:29][C:28]([C:31]([F:34])([F:33])[F:32])=[CH:27][CH:26]=3)=[CH:23][CH:24]=2)[CH:14]=[CH:13][C:3]=1[O:4][CH2:5][C:6]([O:8]C(C)(C)C)=[O:7].FC(F)(F)C(O)=O, predict the reaction product. The product is: [F:1][C:2]1[CH:16]=[C:15]([CH2:17][CH2:18][C:19](=[O:35])[C:20]2[S:21][C:22]([C:25]3[CH:26]=[CH:27][C:28]([C:31]([F:34])([F:33])[F:32])=[CH:29][CH:30]=3)=[CH:23][CH:24]=2)[CH:14]=[CH:13][C:3]=1[O:4][CH2:5][C:6]([OH:8])=[O:7]. (7) Given the reactants [CH2:1]([O:8][C:9]1[CH:18]=[CH:17][C:16]([C:19](=[O:25])[CH:20](OCC)O)=[CH:15][C:10]=1[C:11]([O:13][CH3:14])=[O:12])[C:2]1[CH:7]=[CH:6][CH:5]=[CH:4][CH:3]=1.[CH3:26][C:27]([NH2:36])([CH3:35])[CH2:28][CH2:29][N:30]1[CH:34]=[N:33][CH:32]=[N:31]1.C(O)(=O)C(O)=O, predict the reaction product. The product is: [CH2:1]([O:8][C:9]1[CH:18]=[CH:17][C:16]([CH:19]([OH:25])[CH2:20][NH:36][C:27]([CH3:35])([CH3:26])[CH2:28][CH2:29][N:30]2[CH:34]=[N:33][CH:32]=[N:31]2)=[CH:15][C:10]=1[C:11]([O:13][CH3:14])=[O:12])[C:2]1[CH:3]=[CH:4][CH:5]=[CH:6][CH:7]=1. (8) Given the reactants [N+:1]([O-:4])(O)=[O:2].S(=O)(=O)(O)O.[F:10][C:11]1[CH:12]=[C:13]2[C:18](=[CH:19][CH:20]=1)[CH:17]=[N:16][CH:15]=[CH:14]2, predict the reaction product. The product is: [F:10][C:11]1[C:12]([N+:1]([O-:4])=[O:2])=[C:13]2[C:18](=[CH:19][CH:20]=1)[CH:17]=[N:16][CH:15]=[CH:14]2. (9) Given the reactants [CH3:1][NH:2][CH2:3][CH2:4][CH:5]([C:16]1[CH:21]=[CH:20][CH:19]=[CH:18][CH:17]=1)[O:6][C:7]1[CH:12]=[CH:11][C:10]([CH2:13][CH2:14][OH:15])=[CH:9][CH:8]=1.[O:22]=[C:23]1[O:29][C@H:28]([C@H:30]([CH2:32][OH:33])[OH:31])[C:26]([OH:27])=[C:24]1[OH:25], predict the reaction product. The product is: [O:22]=[C:23]1[O:29][C@H:28]([C@H:30]([CH2:32][OH:33])[OH:31])[C:26]([OH:27])=[C:24]1[OH:25].[CH3:1][NH:2][CH2:3][CH2:4][CH:5]([C:16]1[CH:17]=[CH:18][CH:19]=[CH:20][CH:21]=1)[O:6][C:7]1[CH:12]=[CH:11][C:10]([CH2:13][CH2:14][OH:15])=[CH:9][CH:8]=1.